From a dataset of Experimentally validated miRNA-target interactions with 360,000+ pairs, plus equal number of negative samples. Binary Classification. Given a miRNA mature sequence and a target amino acid sequence, predict their likelihood of interaction. (1) The miRNA is hsa-miR-19a-3p with sequence UGUGCAAAUCUAUGCAAAACUGA. The protein sequence of the target gene is MSSPLASLSKTRKVPLPSEPMNPGRRGIRIYGDEDEVDMLSDGCGSEEKISVPSCYGGIGAPVSRQVPASHDSELMAFMTRKLWDLEQQVKAQTDEILSKDQKIAALEDLVQTLRPHPAEATLQRQEELETMCVQLQRQVREMERFLSDYGLQWVGEPMDQEDSESKTVSEHGERDWMTAKKFWKPGDSLAPPEVDFDRLLASLQDLSELVVEGDTQVTPVPGGARLRTLEPIPLKLYRNGIMMFDGPFQPFYDPSTQRCLRDILDGFFPSELQRLYPNGVPFKVSDLRNQVYLEDGLDP.... Result: 0 (no interaction). (2) Result: 0 (no interaction). The miRNA is hsa-miR-615-3p with sequence UCCGAGCCUGGGUCUCCCUCUU. The protein sequence of the target gene is MEFQKSPDGGWGWVIVVVSFFTQFLSYGSPLAVGVLYVEWLDAFGEGKGKTAWVGSLASGVGLLASPVCSLFVSSFGARPVTIFSGFLVAGGLMLSSLAPNIYFLFFSYGIVVGLGCGLLYTATVTITCQYFDSRRGLALGLISTGSSVGLFIYAALQRMLIEFYGLDGCLLIVGALALNILACGSLMRPLQTSDCPFPEKTAPENVPDRYSMYNEKEKNPEETMNFQDKGYSSEDKCLPNGDWGRETSLPKSLAIAAHTKEPETYKKKVVEQTNFCKQLAKRKWQLYRNYCGETASLFK.... (3) The miRNA is hsa-miR-4443 with sequence UUGGAGGCGUGGGUUUU. The protein sequence of the target gene is MKVTGITILFWPLSMILLSDKIQSSKREVQCNFTEKNYTLIPADIKKDVTILDLSYNQITLNGTDTRVLQTYFLLTELYLIENKVTILHNNGFGNLSSLEILNICRNSIYVIQQGAFLGLNKLKQLYLCQNKIEQLNADVFVPLRSLKLLNLQGNLISYLDVPPLFHLELITLYGNLWNCSCSLFNLQNWLNTSNVTLENENITMCSYPNSLQSYNIKTVPHKAECHSKFPSSVTEDLYIHFQPISNSIFNSSSNNLTRNSEHEPLGKSWAFLVGVVVTVLTTSLLIFIAIKCPIWYNIL.... Result: 0 (no interaction). (4) The miRNA is hsa-miR-3201 with sequence GGGAUAUGAAGAAAAAU. The protein sequence of the target gene is MRRRRAAVAAGFCASFLLGSVLNVLFAPGSEPPRPGQSPGSSAAPGPGRRGGRGELARQIRERYEEVQRYSRGGPGPGAGRPERRRLMDLAPGGPGLQRPRPPRVRSPPDGAPGWPPAPGPGSPGPGPRLGCAALRNVSGAQYVGSGYTKAVYRVRLPGGAAVALKAVDFSGHDLGSCVREFGARRGCYRLAAHKLLKEMVLLERLRHPNVLQLYGYCYQDSEGIPDTLTTITELGAPVEMIQLLQTSWEDRFRICLSLGRLLHHLAHSPLGSVTLLDFRPRQFVLVNGELKVTDLDDAR.... Result: 0 (no interaction).